Dataset: Reaction yield outcomes from USPTO patents with 853,638 reactions. Task: Predict the reaction yield, written as a fraction of the theoretical maximum amount of product (1.0 means a 100% yield; for example, 0.34 means a 34% yield). The reactants are [Br:1][C:2]1[CH:7]=[CH:6][C:5]([S:8]([NH:11][CH2:12][C@H:13]2[CH2:18][CH2:17][C@H:16]([C:19](O)=[O:20])[CH2:15][CH2:14]2)(=[O:10])=[O:9])=[C:4]([O:22][C:23]([F:26])([F:25])[F:24])[CH:3]=1.C([N:29](CC)CC)C.ClC(OCC)=O.N. The catalyst is C1COCC1. The product is [Br:1][C:2]1[CH:7]=[CH:6][C:5]([S:8]([NH:11][CH2:12][C@H:13]2[CH2:18][CH2:17][C@H:16]([C:19]([NH2:29])=[O:20])[CH2:15][CH2:14]2)(=[O:10])=[O:9])=[C:4]([O:22][C:23]([F:26])([F:25])[F:24])[CH:3]=1. The yield is 0.590.